Dataset: Catalyst prediction with 721,799 reactions and 888 catalyst types from USPTO. Task: Predict which catalyst facilitates the given reaction. (1) Reactant: [CH3:1][O:2][C:3]1[CH:46]=[C:45]([O:47][CH3:48])[CH:44]=[CH:43][C:4]=1[CH2:5][N:6]1[C:9](=[O:10])[C@@H:8]([NH:11][C:12](=[O:21])[O:13][CH2:14][C:15]2[CH:20]=[CH:19][CH:18]=[CH:17][CH:16]=2)[C@H:7]1[CH2:22][N:23]1[N:27]=[C:26]2[CH2:28][N:29](S(C3C=CC=CC=3[N+]([O-])=O)(=O)=O)[CH2:30][C:25]2=[N:24]1.[C:49](=[O:52])([O-])[O-:50].[K+].[K+].[C:55]1(S)[CH:60]=[CH:59]C=CC=1.[CH3:62]N(C=O)C. Product: [CH2:14]([O:13][C:12]([NH:11][C@@H:8]1[C:9](=[O:10])[N:6]([CH2:5][C:4]2[CH:43]=[CH:44][C:45]([O:47][CH3:48])=[CH:46][C:3]=2[O:2][CH3:1])[C@@H:7]1[CH2:22][N:23]1[N:24]=[C:25]2[CH2:30][N:29]([C:49]([O:50][C:60]([CH3:59])([CH3:55])[CH3:62])=[O:52])[CH2:28][C:26]2=[N:27]1)=[O:21])[C:15]1[CH:16]=[CH:17][CH:18]=[CH:19][CH:20]=1. The catalyst class is: 25. (2) Reactant: [CH2:1]([O:5][CH2:6][CH2:7][O:8][C:9]1[CH:14]=[CH:13][C:12]([C:15]2[CH:16]=[CH:17][C:18]3[N:24]([CH2:25][CH:26]([CH3:28])[CH3:27])[CH2:23][CH2:22][C:21]([C:29]([NH:31][C:32]4[CH:37]=[CH:36][C:35]([S:38][CH2:39][C:40]5[N:44]([CH2:45][CH3:46])[CH:43]=[N:42][CH:41]=5)=[CH:34][CH:33]=4)=[O:30])=[CH:20][C:19]=3[CH:47]=2)=[CH:11][CH:10]=1)[CH2:2][CH2:3][CH3:4].ClC1C=CC=C(C(OO)=[O:56])C=1.CSC.O. Product: [CH2:1]([O:5][CH2:6][CH2:7][O:8][C:9]1[CH:10]=[CH:11][C:12]([C:15]2[CH:16]=[CH:17][C:18]3[N:24]([CH2:25][CH:26]([CH3:27])[CH3:28])[CH2:23][CH2:22][C:21]([C:29]([NH:31][C:32]4[CH:33]=[CH:34][C:35]([S:38]([CH2:39][C:40]5[N:44]([CH2:45][CH3:46])[CH:43]=[N:42][CH:41]=5)=[O:56])=[CH:36][CH:37]=4)=[O:30])=[CH:20][C:19]=3[CH:47]=2)=[CH:13][CH:14]=1)[CH2:2][CH2:3][CH3:4]. The catalyst class is: 4. (3) Reactant: [Br:1][C:2]1[CH:3]=[C:4]2[C:9](=[CH:10][CH:11]=1)[N:8]=[C:7]([C:12]1[CH:13]=[N:14][CH:15]=[CH:16][CH:17]=1)[N:6]=[C:5]2[NH:18][CH3:19].C(O[C:24](=[O:26])[CH3:25])(=O)C. Product: [Br:1][C:2]1[CH:3]=[C:4]2[C:9](=[CH:10][CH:11]=1)[N:8]=[C:7]([C:12]1[CH:13]=[N:14][CH:15]=[CH:16][CH:17]=1)[N:6]=[C:5]2[N:18]([CH3:19])[C:24](=[O:26])[CH3:25]. The catalyst class is: 15. (4) Reactant: [OH:1][C@H:2]1[CH2:24][CH2:23][C@@:22]2([CH3:25])[C:4](=[CH:5][CH2:6][C@@H:7]3[C@@H:21]2[CH2:20][C@@H:19]([OH:26])[C@@:18]2([CH3:27])[C@@:8]43[O:28][CH:9]4[CH2:10][C@@H:11]2[C:12]2([O:17][CH2:16][CH2:15][O:14]2)[CH3:13])[CH2:3]1.[H-].[Al+3].[Li+].[H-].[H-].[H-].O.[OH-].[Na+]. Product: [OH:1][C@H:2]1[CH2:24][CH2:23][C@@:22]2([CH3:25])[C:4](=[CH:5][CH2:6][C@@H:7]3[C@@H:21]2[CH2:20][C@@H:19]([OH:26])[C@@:18]2([CH3:27])[C@:8]3([OH:28])[CH2:9][CH2:10][C@@H:11]2[C:12]2([O:17][CH2:16][CH2:15][O:14]2)[CH3:13])[CH2:3]1. The catalyst class is: 7. (5) Product: [CH3:13][O:12][C:9]1[CH:10]=[CH:11][C:6]([O:5][C:3]([O:2][CH3:1])=[O:4])=[CH:7][C:8]=1[CH:14]=[O:15]. The catalyst class is: 388. Reactant: [CH3:1][O:2][C:3]([O:5][C:6]1[CH:11]=[CH:10][C:9]([O:12][CH3:13])=[CH:8][CH:7]=1)=[O:4].[CH3:14][O:15]C(Cl)Cl. (6) Reactant: ClC(Cl)(Cl)[C:3]([C:5]1[N:6]([CH2:10][C:11](=[O:22])[C:12]2[CH:17]=[CH:16][C:15]([C:18]([F:21])([F:20])[F:19])=[CH:14][N:13]=2)[CH:7]=[CH:8][CH:9]=1)=[O:4].[OH-:25].[Na+].Cl.[CH3:28]O. Product: [O:22]=[C:11]([C:12]1[CH:17]=[CH:16][C:15]([C:18]([F:21])([F:20])[F:19])=[CH:14][N:13]=1)[CH2:10][N:6]1[CH:7]=[CH:8][CH:9]=[C:5]1[C:3]([O:4][CH3:28])=[O:25]. The catalyst class is: 6.